From a dataset of Full USPTO retrosynthesis dataset with 1.9M reactions from patents (1976-2016). Predict the reactants needed to synthesize the given product. (1) Given the product [Cl:14][CH2:9][C:5]1[CH:4]=[C:3]([N:2]([CH3:11])[CH3:1])[CH:8]=[CH:7][N:6]=1, predict the reactants needed to synthesize it. The reactants are: [CH3:1][N:2]([CH3:11])[C:3]1[CH:8]=[CH:7][N:6]=[C:5]([CH2:9]O)[CH:4]=1.S(Cl)([Cl:14])=O.O. (2) Given the product [NH2:25][C:19]1[C:20]([NH:24][C:31](=[O:32])[O:33][CH2:34][CH3:35])=[C:21]([NH2:23])[N:22]=[C:17]([C:10]2[C:11]3[C:12](=[N:13][CH:14]=[CH:15][CH:16]=3)[N:8]([CH2:7][C:6]3[CH:26]=[CH:27][CH:28]=[CH:29][C:5]=3[F:4])[N:9]=2)[N:18]=1, predict the reactants needed to synthesize it. The reactants are: Cl.Cl.Cl.[F:4][C:5]1[CH:29]=[CH:28][CH:27]=[CH:26][C:6]=1[CH2:7][N:8]1[C:12]2=[N:13][CH:14]=[CH:15][CH:16]=[C:11]2[C:10]([C:17]2[N:22]=[C:21]([NH2:23])[C:20]([NH2:24])=[C:19]([NH2:25])[N:18]=2)=[N:9]1.Cl[C:31]([O:33][CH2:34][CH3:35])=[O:32]. (3) Given the product [CH3:8][O:9][C:10]([C:12]1[C:21]([O:22][S:30]([C:27]2[CH:28]=[CH:29][C:24]([CH3:34])=[CH:25][CH:26]=2)(=[O:32])=[O:31])=[C:20]2[C:15]([CH:16]=[CH:17][CH:18]=[N:19]2)=[C:14]([Br:23])[N:13]=1)=[O:11], predict the reactants needed to synthesize it. The reactants are: C(N(CC)CC)C.[CH3:8][O:9][C:10]([C:12]1[C:21]([OH:22])=[C:20]2[C:15]([CH:16]=[CH:17][CH:18]=[N:19]2)=[C:14]([Br:23])[N:13]=1)=[O:11].[C:24]1([CH3:34])[CH:29]=[CH:28][C:27]([S:30](Cl)(=[O:32])=[O:31])=[CH:26][CH:25]=1. (4) Given the product [CH3:4][O:5][N:6]=[CH:11][CH:10]([S:14][C:15]1[CH:20]=[CH:19][CH:18]=[CH:17][N:16]=1)[CH2:9][CH:8]([OH:12])[CH3:7], predict the reactants needed to synthesize it. The reactants are: CO.Cl.[CH3:4][O:5][NH2:6].[CH3:7][CH:8]1[O:12][CH:11](O)[CH:10]([S:14][C:15]2[CH:20]=[CH:19][CH:18]=[CH:17][N:16]=2)[CH2:9]1.